Dataset: Reaction yield outcomes from USPTO patents with 853,638 reactions. Task: Predict the reaction yield, written as a fraction of the theoretical maximum amount of product (1.0 means a 100% yield; for example, 0.34 means a 34% yield). (1) The reactants are [CH3:1][O:2][C:3]([C:5]1([C:8]2[CH:13]=[C:12]([I:14])[C:11]([OH:15])=[C:10]([I:16])[CH:9]=2)[CH2:7][CH2:6]1)=[O:4].Cl[CH2:18][C:19]([CH3:21])=[CH2:20].C([O-])([O-])=O.[K+].[K+]. The catalyst is CC(C)=O.[Na+].[I-]. The product is [CH3:1][O:2][C:3]([C:5]1([C:8]2[CH:9]=[C:10]([I:16])[C:11]([O:15][CH2:20][C:19]([CH3:21])=[CH2:18])=[C:12]([I:14])[CH:13]=2)[CH2:7][CH2:6]1)=[O:4]. The yield is 0.970. (2) The reactants are [NH2:1][C:2]1[C:10]([Br:11])=[CH:9][CH:8]=[CH:7][C:3]=1[C:4]([OH:6])=O.N1[CH:16]=[CH:15]N=C1.C(Cl)(=O)C.Cl.[NH2:22][CH:23]1[CH2:28][CH2:27][C:26](=[O:29])[NH:25][C:24]1=[O:30].P(OC1C=CC=CC=1)(OC1C=CC=CC=1)OC1C=CC=CC=1. The catalyst is C(#N)C.O. The product is [Br:11][C:10]1[CH:9]=[CH:8][CH:7]=[C:3]2[C:2]=1[N:1]=[C:15]([CH3:16])[N:22]([CH:23]1[CH2:28][CH2:27][C:26](=[O:29])[NH:25][C:24]1=[O:30])[C:4]2=[O:6]. The yield is 0.210.